Dataset: Catalyst prediction with 721,799 reactions and 888 catalyst types from USPTO. Task: Predict which catalyst facilitates the given reaction. (1) Reactant: [CH:1]1([CH2:7][C:8]([OH:10])=[O:9])[CH2:6][CH2:5][CH2:4][CH2:3][CH2:2]1.[Br:11]Br. Product: [Br:11][CH:2]1[CH2:3][CH2:4][CH2:5][CH2:6][CH:1]1[CH2:7][C:8]([OH:10])=[O:9]. The catalyst class is: 53. (2) Reactant: [Cl:1][C:2]1[CH:19]=[C:18]([O:20][CH2:21][CH:22]=[C:23]([Cl:25])[Cl:24])[CH:17]=[C:16]([Cl:26])[C:3]=1[O:4][CH2:5][CH2:6][CH2:7][CH2:8][CH2:9][O:10][CH2:11][C:12](=[N:14][OH:15])[CH3:13].[H-].[Na+].[H][H].Br[CH2:32][C:33]([O:35][C:36]([CH3:39])([CH3:38])[CH3:37])=[O:34].Cl. Product: [C:36]([O:35][C:33]([CH2:32][O:15][N:14]=[C:12]([CH2:11][O:10][CH2:9][CH2:8][CH2:7][CH2:6][CH2:5][O:4][C:3]1[C:2]([Cl:1])=[CH:19][C:18]([O:20][CH2:21][CH:22]=[C:23]([Cl:25])[Cl:24])=[CH:17][C:16]=1[Cl:26])[CH3:13])=[O:34])([CH3:39])([CH3:38])[CH3:37]. The catalyst class is: 310.